Dataset: Catalyst prediction with 721,799 reactions and 888 catalyst types from USPTO. Task: Predict which catalyst facilitates the given reaction. (1) Reactant: [NH2:1][CH2:2][CH:3]1[N:23](C(OC(C)(C)C)=O)[CH2:22][C:6]2[N:7]([CH2:14][C:15]3[CH:20]=[CH:19][C:18]([F:21])=[CH:17][CH:16]=3)[C:8]3[C:13]([C:5]=2[CH2:4]1)=[CH:12][CH:11]=[CH:10][CH:9]=3.C(O)(C(F)(F)F)=O. Product: [F:21][C:18]1[CH:17]=[CH:16][C:15]([CH2:14][N:7]2[C:8]3[C:13](=[CH:12][CH:11]=[CH:10][CH:9]=3)[C:5]3[CH2:4][CH:3]([CH2:2][NH2:1])[NH:23][CH2:22][C:6]2=3)=[CH:20][CH:19]=1. The catalyst class is: 2. (2) Reactant: F[C:2]1[CH:7]=[CH:6][C:5]([N+:8]([O-:10])=[O:9])=[CH:4][C:3]=1[C:11]([F:14])([F:13])[F:12].[CH3:15][S:16]([O-:18])=[O:17].[Na+]. Product: [CH3:15][S:16]([C:2]1[CH:7]=[CH:6][C:5]([N+:8]([O-:10])=[O:9])=[CH:4][C:3]=1[C:11]([F:14])([F:13])[F:12])(=[O:18])=[O:17]. The catalyst class is: 3. (3) Reactant: [F:1][C:2]1[CH:3]=[C:4]2[C:9](=[C:10]([CH3:12])[CH:11]=1)[N:8]=[CH:7][C:6]([CH:13]([NH:15]S(C(C)(C)C)=O)[CH3:14])=[C:5]2[C:22]1[CH:27]=[CH:26][CH:25]=[CH:24][N:23]=1.Cl.C([O-])(O)=O.[Na+]. Product: [F:1][C:2]1[CH:3]=[C:4]2[C:9](=[C:10]([CH3:12])[CH:11]=1)[N:8]=[CH:7][C:6]([CH:13]([NH2:15])[CH3:14])=[C:5]2[C:22]1[CH:27]=[CH:26][CH:25]=[CH:24][N:23]=1. The catalyst class is: 1.